This data is from Human Reference Interactome with 51,813 positive PPI pairs across 8,248 proteins, plus equal number of experimentally-validated negative pairs. The task is: Binary Classification. Given two protein amino acid sequences, predict whether they physically interact or not. (1) Protein 1 (ENSG00000158813) has sequence MGYPEVERRELLPAAAPRERGSQGCGCGGAPARAGEGNSCLLFLGFFGLSLALHLLTLCCYLELRSELRRERGAESRLGGSGTPGTSGTLSSLGGLDPDSPITSHLGQPSPKQQPLEPGEAALHSDSQDGHQVSHLVGAAAAPSPRG*MGYPEVERRELLPAAAPRERGSQGCGCGGAPARAGEGNSCLLFLGFFGLSLALHLLTLCCYLELRSELRRERGAESRLGGSGTPGTSGTLSSLGGLDPDSPITSHLGQPSPKQQPLEPGEAALHSDSQDGHQMALLNFFFPDEKPYSEEESR.... Protein 2 (ENSG00000171517) has sequence MNECHYDKHMDFFYNRSNTDTVDDWTGTKLVIVLCVGTFFCLFIFFSNSLVIAAVIKNRKFHFPFYYLLANLAAADFFAGIAYVFLMFNTGPVSKTLTVNRWFLRQGLLDSSLTASLTNLLVIAVERHMSIMRMRVHSNLTKKRVTLLILLVWAIAIFMGAVPTLGWNCLCNISACSSLAPIYSRSYLVFWTVSNLMAFLIMVVVYLRIYVYVKRKTNVLSPHTSGSISRRRTPMKLMKTVMTVLGAFVVCWTPGLVVLLLDGLNCRQCGVQHVKRWFLLLALLNSVVNPIIYSYKDEDM.... Result: 1 (the proteins interact). (2) Protein 1 (ENSG00000159348) has sequence MGIQTSPVLLASLGVGLVTLLGLAVGSYLVRRSRRPQVTLLDPNEKYLLRLLDKTTVSHNTKRFRFALPTAHHTLGLPVGKHIYLSTRIDGSLVIRPYTPVTSDEDQGYVDLVIKVYLKGVHPKFPEGGKMSQYLDSLKVGDVVEFRGPSGLLTYTGKGHFNIQPNKKSPPEPRVAKKLGMIAGGTGITPMLQLIRAILKVPEDPTQCFLLFANQTEKDIILREDLEELQARYPNRFKLWFTLDHPPKDWAYSKGFVTADMIREHLPAPGDDVLVLLCGPPPMVQLACHPNLDKLGYSQK.... Protein 2 (ENSG00000011275) has sequence MEEGNNNEEVIHLNNFHCHRMEEGNNNEEVIHLNNFHCHRGQEWINLRDGPITISDSSDEERIPMLVTPAPQQHEEEDLDDDVILTEDDSEDDYGEFLDLGPPGISEFTKPSGQTEREPKPGPSHNQAANDIVNPRSEQKVIILEEGSLLYTESDPLETQNQSSEDSETELLSNLGESAALADDQAIEEDCWLDHPYFQSLNQQPREITNQVVPQERQPEAELGRLLFQHEFPGPAFPRPEPQQGGISGPSSPQPAHPLGEFEDQQLASDDEEPGPAFPMQESQEPNLENIWGQEAAEVD.... Result: 0 (the proteins do not interact). (3) Protein 1 (ENSG00000013016) has sequence MFSWLGTDDRRRKDPEVFQTVSEGLKKLYKSKLLPLEEHYRFHEFHSPALEDADFDNKPMVLLVGQYSTGKTTFIRYLLEQDFPGMRIGPEPTTDSFIAVMQGDMEGIIPGNALVVDPKKPFRKLNAFGNAFLNRFVCAQLPNPVLESISVIDTPGILSGEKQRISRGYDFAAVLEWFAERVDRIILLFDAHKLDISDEFSEVIKALKNHEDKMRVVLNKADQIETQQLMRVYGALMWSLGKIVNTPEVIRVYIGSFWSHPLLIPDNRKLFEAEEQDLFRDIQSLPRNAALRKLNDLIKR.... Protein 2 (ENSG00000170540) has sequence MAEGDNRSTNLLAAETASLEEQLQGWGEVMLMADKVLRWERAWFPPAIMGVVSLVFLIIYYLDPSVLSGVSCFVMFLCLADYLVPILAPRIFGSNKWTTEQQQRFHEICSNLVKTRRRAVGWWKRLFTLKEEKPKMYFMTMIVSLAAVAWVGQQVHNLLLTYLIVTSLLLLPGLNQHGIILKYIGMAKREINKLLKQKEKKNE*MLMADKVLRWERAWFPPAIMGVVSLVFLIIYYLDPSVLSGVSCFVMFLCLADYLVPILAPRIFGSNKWTTEQQQRFHEICSNLVKTRRRAVGWWKR.... Result: 1 (the proteins interact). (4) Protein 1 (ENSG00000092203) has sequence MDFPDQRRGAPEPRPRPPRTAPPVSNRPAHKFPGGNDNYLTITGPSHPFLSGAETFHTPSLGDEEFEIPPISLDSDPSLAVSDVVGHFDDLADPSSSQDGSFSAQYGVQTLDMPVGMTHGLMEQGGGLLSGGLTMDLDHSIGTQYSANPPVTIDVPMTDMTSGLMGHSQLTTIDQSELSSQLGLSLGGGTILPPAQSPEDRLSTTPSPTSSLHEDGVEDFRRMEFPGGNDNYLTITGPSHPFLSGAEVSQSCRRRGDIPYTKLG*MEFPGGNDNYLTITGPSHPFLSGAETFHTPSLGDE.... Protein 2 (ENSG00000099219) has sequence MEWGSESAAVRRHRVGVERREGAAAAPPPEREARAQEPLVDGCSGGGRTRKRSPGGSGGASRGAGTGLSEVRAALGLALYLIALRTLVQLSLQQLVLRGAAGHRGEFDALQARDYLEHITSIGPRTTGSPENEILTVHYLLEQIKLIEVQSNSLHKISVDVQRPTGSFSIDFLGGFTSYYDNITNVVVKLEPRDGAQHAVLANCHFDSVANSPGASDDAVSCSVMLEVLRVLSTSSEALHHAVIFLFNGAEENVLQASHGFITQHPWASLIRAFINLEAAGVGGKELVFQTGPENPWLVQ.... Result: 0 (the proteins do not interact).